Predict the reactants needed to synthesize the given product. From a dataset of Full USPTO retrosynthesis dataset with 1.9M reactions from patents (1976-2016). (1) Given the product [Cl:20][C:5]1[CH:4]=[C:3]([C:1](=[N:21][OH:22])[NH2:2])[CH:19]=[CH:18][C:6]=1[CH2:7][N:8]([CH3:17])[CH2:9][C:10]([O:12][C:13]([CH3:15])([CH3:14])[CH3:16])=[O:11], predict the reactants needed to synthesize it. The reactants are: [C:1]([C:3]1[CH:19]=[CH:18][C:6]([CH2:7][N:8]([CH3:17])[CH2:9][C:10]([O:12][C:13]([CH3:16])([CH3:15])[CH3:14])=[O:11])=[C:5]([Cl:20])[CH:4]=1)#[N:2].[NH2:21][OH:22]. (2) Given the product [Cl:1][C:2]1[C:3]2[C:11]([C:13]([F:15])([F:14])[F:12])=[CH:10][NH:9][C:4]=2[N:5]=[C:6]([NH2:8])[N:7]=1, predict the reactants needed to synthesize it. The reactants are: [Cl:1][C:2]1[C:3]2[CH:11]=[CH:10][NH:9][C:4]=2[N:5]=[C:6]([NH2:8])[N:7]=1.[F:12][C:13](S([O-])=O)([F:15])[F:14].[Na+].C(OO)(C)(C)C.C([O-])(O)=O.[Na+].